Regression. Given two drug SMILES strings and cell line genomic features, predict the synergy score measuring deviation from expected non-interaction effect. From a dataset of NCI-60 drug combinations with 297,098 pairs across 59 cell lines. (1) Drug 1: CC1=CC2C(CCC3(C2CCC3(C(=O)C)OC(=O)C)C)C4(C1=CC(=O)CC4)C. Drug 2: C(CC(=O)O)C(=O)CN.Cl. Cell line: NCI-H226. Synergy scores: CSS=1.60, Synergy_ZIP=0.582, Synergy_Bliss=0.244, Synergy_Loewe=-8.25, Synergy_HSA=-5.32. (2) Drug 1: CC1=C2C(C(=O)C3(C(CC4C(C3C(C(C2(C)C)(CC1OC(=O)C(C(C5=CC=CC=C5)NC(=O)OC(C)(C)C)O)O)OC(=O)C6=CC=CC=C6)(CO4)OC(=O)C)O)C)O. Drug 2: C(CC(=O)O)C(=O)CN.Cl. Cell line: TK-10. Synergy scores: CSS=7.33, Synergy_ZIP=-5.52, Synergy_Bliss=-4.39, Synergy_Loewe=-4.96, Synergy_HSA=-4.82. (3) Drug 1: CC12CCC3C(C1CCC2=O)CC(=C)C4=CC(=O)C=CC34C. Drug 2: C1=CN(C(=O)N=C1N)C2C(C(C(O2)CO)O)O.Cl. Cell line: A549. Synergy scores: CSS=61.6, Synergy_ZIP=-0.364, Synergy_Bliss=-0.704, Synergy_Loewe=-2.06, Synergy_HSA=3.54. (4) Drug 1: COC1=CC(=CC(=C1O)OC)C2C3C(COC3=O)C(C4=CC5=C(C=C24)OCO5)OC6C(C(C7C(O6)COC(O7)C8=CC=CS8)O)O. Drug 2: C1=CC=C(C=C1)NC(=O)CCCCCCC(=O)NO. Cell line: BT-549. Synergy scores: CSS=45.2, Synergy_ZIP=5.28, Synergy_Bliss=8.40, Synergy_Loewe=-2.93, Synergy_HSA=8.91. (5) Drug 1: CCC1(CC2CC(C3=C(CCN(C2)C1)C4=CC=CC=C4N3)(C5=C(C=C6C(=C5)C78CCN9C7C(C=CC9)(C(C(C8N6C=O)(C(=O)OC)O)OC(=O)C)CC)OC)C(=O)OC)O.OS(=O)(=O)O. Drug 2: C1=CC=C(C(=C1)C(C2=CC=C(C=C2)Cl)C(Cl)Cl)Cl. Cell line: OVCAR-5. Synergy scores: CSS=3.27, Synergy_ZIP=-0.515, Synergy_Bliss=-0.693, Synergy_Loewe=-2.88, Synergy_HSA=-0.930.